This data is from Reaction yield outcomes from USPTO patents with 853,638 reactions. The task is: Predict the reaction yield, written as a fraction of the theoretical maximum amount of product (1.0 means a 100% yield; for example, 0.34 means a 34% yield). (1) The reactants are [F:1][CH:2]([F:21])[N:3]1[C:7]([C:8]2[CH:9]=[C:10]3[N:19]([CH3:20])[CH:18]=[CH:17][C:11]3=[N:12][C:13]=2[C@@H:14]([NH2:16])[CH3:15])=[CH:6][CH:5]=[N:4]1.[NH2:22][C:23]1[N:28]=[C:27](Cl)[C:26]([C:30]#[N:31])=[C:25](C)[N:24]=1.C([N:35](C(C)C)C(C)C)C. The catalyst is C(#N)C. The product is [NH2:22][C:23]1[N:28]=[C:27]([NH2:35])[C:26]([C:30]#[N:31])=[C:25]([NH:16][C@H:14]([C:13]2[N:12]=[C:11]3[CH:17]=[CH:18][N:19]([CH3:20])[C:10]3=[CH:9][C:8]=2[C:7]2[N:3]([CH:2]([F:1])[F:21])[N:4]=[CH:5][CH:6]=2)[CH3:15])[N:24]=1. The yield is 0.580. (2) The reactants are [Cl:1][C:2]1[C:3]([CH3:15])=[C:4]([I:14])[C:5]([O:11][CH2:12][CH3:13])=[C:6]([C:8](=[O:10])[CH3:9])[CH:7]=1. The catalyst is C(O)C. The product is [Cl:1][C:2]1[C:3]([CH3:15])=[C:4]([I:14])[C:5]([O:11][CH2:12][CH3:13])=[C:6]([CH:8]([OH:10])[CH3:9])[CH:7]=1. The yield is 0.940. (3) The reactants are Cl[C:2]1[CH:11]=[CH:10][C:9]2[C:4](=[CH:5][CH:6]=[C:7]([C:12]([F:15])([F:14])[F:13])[CH:8]=2)[N:3]=1.[OH-].[NH4+:17]. No catalyst specified. The product is [F:13][C:12]([F:15])([F:14])[C:7]1[CH:8]=[C:9]2[C:4](=[CH:5][CH:6]=1)[N:3]=[C:2]([NH2:17])[CH:11]=[CH:10]2. The yield is 0.380. (4) The reactants are [C:1]([C:5]1[NH:22][C:8]2=[C:9]3[C:14](=[C:15]4[CH:20]=[C:19]([F:21])[CH:18]=[CH:17][C:16]4=[C:7]2[N:6]=1)[CH:13]=[N:12][CH:11]=[CH:10]3)([CH3:4])([CH3:3])[CH3:2].ClC1C=CC=C(C(OO)=[O:31])C=1. The catalyst is C(Cl)Cl.CO. The product is [C:1]([C:5]1[NH:22][C:8]2=[C:9]3[C:14](=[C:15]4[CH:20]=[C:19]([F:21])[CH:18]=[CH:17][C:16]4=[C:7]2[N:6]=1)[CH:13]=[N+:12]([O-:31])[CH:11]=[CH:10]3)([CH3:4])([CH3:2])[CH3:3]. The yield is 0.720. (5) The reactants are C(OC([N:8]1[CH2:13][CH2:12][N:11](C(OC(C)(C)C)=O)[CH2:10][C@@H:9]1[C:21]([O:23][CH3:24])=[O:22])=O)(C)(C)C.[ClH:25]. The catalyst is O1CCOCC1. The product is [ClH:25].[ClH:25].[NH:8]1[CH2:13][CH2:12][NH:11][CH2:10][C@@H:9]1[C:21]([O:23][CH3:24])=[O:22]. The yield is 1.00. (6) The reactants are [Br:1][C:2]1[CH:7]=[CH:6][N:5]=[C:4]([NH:8][C:9](=[O:11])[CH3:10])[CH:3]=1.[H-].[Na+].I[CH3:15].O. The catalyst is CN(C=O)C. The product is [Br:1][C:2]1[CH:7]=[CH:6][N:5]=[C:4]([N:8]([CH3:15])[C:9](=[O:11])[CH3:10])[CH:3]=1. The yield is 0.583. (7) The reactants are [N+:1]([C:4]1[CH:5]=[C:6]([C:14]2[CH:19]=[CH:18][CH:17]=[CH:16][CH:15]=2)[CH:7]=[CH:8][C:9]=1[CH2:10][C:11](O)=[O:12])([O-])=O. The catalyst is C(O)(=O)C.[Fe]. The product is [C:14]1([C:6]2[CH:5]=[C:4]3[C:9]([CH2:10][C:11](=[O:12])[NH:1]3)=[CH:8][CH:7]=2)[CH:19]=[CH:18][CH:17]=[CH:16][CH:15]=1. The yield is 0.930.